This data is from Catalyst prediction with 721,799 reactions and 888 catalyst types from USPTO. The task is: Predict which catalyst facilitates the given reaction. Reactant: [N:1]12[CH2:8][CH2:7][C:4]([C:9]([C:16]3[CH:20]=[CH:19][S:18][CH:17]=3)([C:11]3[CH:15]=[CH:14][S:13][CH:12]=3)[OH:10])([CH2:5][CH2:6]1)[CH2:3][CH2:2]2.[C:21]1([O:27][CH2:28][CH2:29][Br:30])[CH:26]=[CH:25][CH:24]=[CH:23][CH:22]=1. Product: [Br-:30].[OH:10][C:9]([C:11]1[CH:15]=[CH:14][S:13][CH:12]=1)([C:16]1[CH:20]=[CH:19][S:18][CH:17]=1)[C:4]12[CH2:7][CH2:8][N+:1]([CH2:29][CH2:28][O:27][C:21]3[CH:26]=[CH:25][CH:24]=[CH:23][CH:22]=3)([CH2:6][CH2:5]1)[CH2:2][CH2:3]2. The catalyst class is: 23.